The task is: Predict the reactants needed to synthesize the given product.. This data is from Full USPTO retrosynthesis dataset with 1.9M reactions from patents (1976-2016). Given the product [NH2:1][C@H:2]([C:11]([OH:13])=[O:12])[CH2:3][C:4]1[CH:5]=[CH:6][C:7]([OH:10])=[CH:8][CH:9]=1.[C:7]1([OH:10])[CH:8]=[CH:9][CH:4]=[CH:5][CH:6]=1, predict the reactants needed to synthesize it. The reactants are: [NH2:1][C@H:2]([C:11]([OH:13])=[O:12])[CH2:3][C:4]1[CH:9]=[CH:8][C:7]([OH:10])=[CH:6][CH:5]=1.